Dataset: NCI-60 drug combinations with 297,098 pairs across 59 cell lines. Task: Regression. Given two drug SMILES strings and cell line genomic features, predict the synergy score measuring deviation from expected non-interaction effect. Drug 1: CC1=C2C(C(=O)C3(C(CC4C(C3C(C(C2(C)C)(CC1OC(=O)C(C(C5=CC=CC=C5)NC(=O)C6=CC=CC=C6)O)O)OC(=O)C7=CC=CC=C7)(CO4)OC(=O)C)O)C)OC(=O)C. Drug 2: CS(=O)(=O)CCNCC1=CC=C(O1)C2=CC3=C(C=C2)N=CN=C3NC4=CC(=C(C=C4)OCC5=CC(=CC=C5)F)Cl. Cell line: ACHN. Synergy scores: CSS=21.4, Synergy_ZIP=5.02, Synergy_Bliss=8.62, Synergy_Loewe=8.82, Synergy_HSA=8.00.